This data is from Forward reaction prediction with 1.9M reactions from USPTO patents (1976-2016). The task is: Predict the product of the given reaction. (1) Given the reactants N[C:2]1[C:7]([C:8]#[N:9])=[CH:6][C:5]([Br:10])=[CH:4][N:3]=1.N([O-])=O.[Na+].[ClH:15], predict the reaction product. The product is: [Br:10][C:5]1[CH:6]=[C:7]([C:8]#[N:9])[C:2]([Cl:15])=[N:3][CH:4]=1. (2) The product is: [Cl:4][C:5]1[CH:6]=[CH:7][C:8]([N:26]([CH2:27][C:28]2[CH:33]=[CH:32][C:31]([O:34][CH3:35])=[CH:30][C:29]=2[O:36][CH3:37])[C:51](=[O:52])/[CH:50]=[CH:44]/[C:45]([O:47][CH2:48][CH3:49])=[O:46])=[C:9]([CH:11]([OH:12])[C:13]2[CH:18]=[CH:17][CH:16]=[C:15]([O:19][C:20]([F:22])([F:21])[F:23])[C:14]=2[O:24][CH3:25])[CH:10]=1. Given the reactants ClCCl.[Cl:4][C:5]1[CH:6]=[CH:7][C:8]([NH:26][CH2:27][C:28]2[CH:33]=[CH:32][C:31]([O:34][CH3:35])=[CH:30][C:29]=2[O:36][CH3:37])=[C:9]([CH:11]([C:13]2[CH:18]=[CH:17][CH:16]=[C:15]([O:19][C:20]([F:23])([F:22])[F:21])[C:14]=2[O:24][CH3:25])[OH:12])[CH:10]=1.C(=O)([O-])O.[Na+].Cl/[C:44](=[CH:50]\[C:51](OCC)=[O:52])/[C:45]([O:47][CH2:48][CH3:49])=[O:46], predict the reaction product. (3) Given the reactants [CH2:1]([NH2:4])[C:2]#[CH:3].[CH3:5][O:6][C:7]1[C:11](=[O:12])[N:10]([CH3:13])[CH2:9][C:8]=1[C:14]([OH:16])=O.C1CN([P+](ON2N=NC3C=CC=CC2=3)(N2CCCC2)N2CCCC2)CC1.F[P-](F)(F)(F)(F)F, predict the reaction product. The product is: [CH3:5][O:6][C:7]1[C:11](=[O:12])[N:10]([CH3:13])[CH2:9][C:8]=1[C:14]([NH:4][CH2:1][C:2]#[CH:3])=[O:16]. (4) Given the reactants [C:1](N1C=CN=C1)(N1C=CN=C1)=[S:2].[O:13]([C:20]1[CH:26]=[CH:25][C:23]([NH2:24])=[CH:22][CH:21]=1)[C:14]1[CH:19]=[CH:18][CH:17]=[CH:16][CH:15]=1.N1C=CN=C1.[NH2:32][C:33]1[NH:37][N:36]=[C:35]([NH:38][C:39]2[CH:44]=[CH:43][C:42]([S:45]([NH2:48])(=[O:47])=[O:46])=[CH:41][CH:40]=2)[N:34]=1, predict the reaction product. The product is: [O:13]([C:20]1[CH:21]=[CH:22][C:23]([NH:24][C:1]([N:37]2[C:33]([NH2:32])=[N:34][C:35]([NH:38][C:39]3[CH:40]=[CH:41][C:42]([S:45](=[O:46])(=[O:47])[NH2:48])=[CH:43][CH:44]=3)=[N:36]2)=[S:2])=[CH:25][CH:26]=1)[C:14]1[CH:15]=[CH:16][CH:17]=[CH:18][CH:19]=1. (5) Given the reactants C[O:2][C:3](=[O:25])[C:4]1[CH:9]=[CH:8][C:7]([O:10][CH2:11][C:12]2[C:13]([C:18]3[CH:23]=[CH:22][C:21]([F:24])=[CH:20][CH:19]=3)=[N:14][O:15][C:16]=2[CH3:17])=[N:6][CH:5]=1.O.[OH-].[Li+], predict the reaction product. The product is: [F:24][C:21]1[CH:20]=[CH:19][C:18]([C:13]2[C:12]([CH2:11][O:10][C:7]3[CH:8]=[CH:9][C:4]([C:3]([OH:25])=[O:2])=[CH:5][N:6]=3)=[C:16]([CH3:17])[O:15][N:14]=2)=[CH:23][CH:22]=1. (6) The product is: [OH:52][CH2:49][C:50]([N:28]1[CH2:29][CH2:30][C:25]2([CH2:24][C:23]3[C:33](=[N:34][CH:35]=[C:21](/[CH:20]=[CH:19]/[C:18](=[O:17])[N:37]4[CH2:42][CH2:41][C:40]([CH2:43][C:44]5[S:45][CH:46]=[CH:47][N:48]=5)=[CH:39][CH2:38]4)[CH:22]=3)[NH:32][C:31]2=[O:36])[CH2:26][CH2:27]1)=[O:51]. Given the reactants CCN(C(C)C)C(C)C.FC(F)(F)C(O)=O.[O:17]=[C:18]([N:37]1[CH2:42][CH2:41][C:40]([CH2:43][C:44]2[S:45][CH:46]=[CH:47][N:48]=2)=[CH:39][CH2:38]1)/[CH:19]=[CH:20]/[C:21]1[CH:22]=[C:23]2[C:33](=[N:34][CH:35]=1)[NH:32][C:31](=[O:36])[C:25]1([CH2:30][CH2:29][NH:28][CH2:27][CH2:26]1)[CH2:24]2.[C:49](O)(=[O:52])[CH2:50][OH:51].C1C=CC2N(O)N=NC=2C=1.CCN=C=NCCCN(C)C.Cl, predict the reaction product. (7) Given the reactants [O:1]=[C:2]1[CH2:7][O:6][CH2:5][CH2:4][N:3]1[C@@H:8]1[CH2:13][CH2:12][C@H:11]([C:14]([OH:16])=O)[CH2:10][CH2:9]1.[F:17][C:18]1[CH:19]=[C:20]([C:25]2[N:26]=[CH:27][C:28]([NH2:31])=[N:29][CH:30]=2)[CH:21]=[C:22]([F:24])[CH:23]=1, predict the reaction product. The product is: [F:24][C:22]1[CH:21]=[C:20]([C:25]2[N:26]=[CH:27][C:28]([NH:31][C:14]([C@H:11]3[CH2:10][CH2:9][C@@H:8]([N:3]4[CH2:4][CH2:5][O:6][CH2:7][C:2]4=[O:1])[CH2:13][CH2:12]3)=[O:16])=[N:29][CH:30]=2)[CH:19]=[C:18]([F:17])[CH:23]=1.